From a dataset of NCI-60 drug combinations with 297,098 pairs across 59 cell lines. Regression. Given two drug SMILES strings and cell line genomic features, predict the synergy score measuring deviation from expected non-interaction effect. (1) Drug 1: CC1C(C(=O)NC(C(=O)N2CCCC2C(=O)N(CC(=O)N(C(C(=O)O1)C(C)C)C)C)C(C)C)NC(=O)C3=C4C(=C(C=C3)C)OC5=C(C(=O)C(=C(C5=N4)C(=O)NC6C(OC(=O)C(N(C(=O)CN(C(=O)C7CCCN7C(=O)C(NC6=O)C(C)C)C)C)C(C)C)C)N)C. Drug 2: CNC(=O)C1=NC=CC(=C1)OC2=CC=C(C=C2)NC(=O)NC3=CC(=C(C=C3)Cl)C(F)(F)F. Cell line: T-47D. Synergy scores: CSS=4.79, Synergy_ZIP=-0.0423, Synergy_Bliss=-0.742, Synergy_Loewe=-15.5, Synergy_HSA=-3.14. (2) Drug 1: C1CCC(CC1)NC(=O)N(CCCl)N=O. Drug 2: C(CC(=O)O)C(=O)CN.Cl. Cell line: CAKI-1. Synergy scores: CSS=29.0, Synergy_ZIP=-5.20, Synergy_Bliss=1.15, Synergy_Loewe=-9.19, Synergy_HSA=3.66. (3) Drug 1: CCCCCOC(=O)NC1=NC(=O)N(C=C1F)C2C(C(C(O2)C)O)O. Drug 2: CC1=C(C(=CC=C1)Cl)NC(=O)C2=CN=C(S2)NC3=CC(=NC(=N3)C)N4CCN(CC4)CCO. Cell line: SK-MEL-28. Synergy scores: CSS=3.77, Synergy_ZIP=1.06, Synergy_Bliss=-1.68, Synergy_Loewe=-0.443, Synergy_HSA=-5.69. (4) Drug 1: CN(C)N=NC1=C(NC=N1)C(=O)N. Drug 2: CC1=C(C=C(C=C1)C(=O)NC2=CC(=CC(=C2)C(F)(F)F)N3C=C(N=C3)C)NC4=NC=CC(=N4)C5=CN=CC=C5. Cell line: SW-620. Synergy scores: CSS=-7.26, Synergy_ZIP=5.23, Synergy_Bliss=2.71, Synergy_Loewe=-0.921, Synergy_HSA=-3.56. (5) Drug 1: CNC(=O)C1=CC=CC=C1SC2=CC3=C(C=C2)C(=NN3)C=CC4=CC=CC=N4. Drug 2: B(C(CC(C)C)NC(=O)C(CC1=CC=CC=C1)NC(=O)C2=NC=CN=C2)(O)O. Cell line: HT29. Synergy scores: CSS=-2.14, Synergy_ZIP=0.334, Synergy_Bliss=1.77, Synergy_Loewe=-3.86, Synergy_HSA=-1.23. (6) Drug 1: C1CN1C2=NC(=NC(=N2)N3CC3)N4CC4. Drug 2: C1=CC=C(C(=C1)C(C2=CC=C(C=C2)Cl)C(Cl)Cl)Cl. Cell line: OVCAR3. Synergy scores: CSS=16.4, Synergy_ZIP=-7.81, Synergy_Bliss=2.07, Synergy_Loewe=-11.6, Synergy_HSA=-1.03. (7) Drug 1: COC1=CC(=CC(=C1O)OC)C2C3C(COC3=O)C(C4=CC5=C(C=C24)OCO5)OC6C(C(C7C(O6)COC(O7)C8=CC=CS8)O)O. Drug 2: CC1=C(C=C(C=C1)C(=O)NC2=CC(=CC(=C2)C(F)(F)F)N3C=C(N=C3)C)NC4=NC=CC(=N4)C5=CN=CC=C5. Cell line: OVCAR-8. Synergy scores: CSS=29.2, Synergy_ZIP=0.800, Synergy_Bliss=0.190, Synergy_Loewe=-17.3, Synergy_HSA=-2.47. (8) Drug 1: CN(CC1=CN=C2C(=N1)C(=NC(=N2)N)N)C3=CC=C(C=C3)C(=O)NC(CCC(=O)O)C(=O)O. Drug 2: C1=NC2=C(N=C(N=C2N1C3C(C(C(O3)CO)O)F)Cl)N. Cell line: MCF7. Synergy scores: CSS=33.9, Synergy_ZIP=-2.08, Synergy_Bliss=-6.05, Synergy_Loewe=-23.8, Synergy_HSA=-6.32. (9) Synergy scores: CSS=19.1, Synergy_ZIP=-3.96, Synergy_Bliss=1.09, Synergy_Loewe=-2.82, Synergy_HSA=0.0941. Cell line: NCI/ADR-RES. Drug 1: C1=CC(=CC=C1CCCC(=O)O)N(CCCl)CCCl. Drug 2: CC1=C(N=C(N=C1N)C(CC(=O)N)NCC(C(=O)N)N)C(=O)NC(C(C2=CN=CN2)OC3C(C(C(C(O3)CO)O)O)OC4C(C(C(C(O4)CO)O)OC(=O)N)O)C(=O)NC(C)C(C(C)C(=O)NC(C(C)O)C(=O)NCCC5=NC(=CS5)C6=NC(=CS6)C(=O)NCCC[S+](C)C)O.